From a dataset of Reaction yield outcomes from USPTO patents with 853,638 reactions. Predict the reaction yield, written as a fraction of the theoretical maximum amount of product (1.0 means a 100% yield; for example, 0.34 means a 34% yield). The reactants are [C:1]([C:3]1[CH:8]=[CH:7][C:6]([NH:9][C:10]2[N:11]=[C:12]([O:19][C:20]3[C:27]([CH3:28])=[CH:26][C:23]([C:24]#[N:25])=[CH:22][C:21]=3[CH3:29])[C:13]3[NH:18][CH:17]=[CH:16][C:14]=3[N:15]=2)=[CH:5][CH:4]=1)#[N:2].C1C(=O)N([Cl:37])C(=O)C1. The catalyst is C(Cl)Cl. The product is [Cl:37][C:16]1[C:14]2[N:15]=[C:10]([NH:9][C:6]3[CH:7]=[CH:8][C:3]([C:1]#[N:2])=[CH:4][CH:5]=3)[N:11]=[C:12]([O:19][C:20]3[C:21]([CH3:29])=[CH:22][C:23]([C:24]#[N:25])=[CH:26][C:27]=3[CH3:28])[C:13]=2[NH:18][CH:17]=1. The yield is 0.650.